Dataset: Cav3 T-type calcium channel HTS with 100,875 compounds. Task: Binary Classification. Given a drug SMILES string, predict its activity (active/inactive) in a high-throughput screening assay against a specified biological target. The molecule is Fc1ccc(N2C(N3C(CCC3)C2=O)c2cc(ccc2)C)cc1. The result is 0 (inactive).